Task: Predict which catalyst facilitates the given reaction.. Dataset: Catalyst prediction with 721,799 reactions and 888 catalyst types from USPTO (1) Reactant: [CH2:1]([Li])[CH2:2][CH2:3][CH3:4].[CH3:6][C:7]1([CH3:22])[C:11](=[O:12])[N:10]([C@@H:13]([CH2:17][CH:18]([CH3:20])[CH3:19])[C:14]([OH:16])=[O:15])[C:9](=[O:21])[NH:8]1.[CH3:23][C:24]1(C)[C:28](=O)[N:27]([C@@H](CC2CC2)C(O)=O)[C:26](=[O:38])[NH:25]1.N[C@H:41]([C:46](O)=O)[CH2:42][CH:43]([CH3:45])[CH3:44].CN1CCN(C)[C:51]1=[O:56].Cl.[CH2:58]1COCC1. Product: [CH3:22][C:7]1([CH3:6])[C:11](=[O:12])[N:10]([C@@H:13]([CH2:17][CH:18]([CH3:19])[CH3:20])[C:14]([OH:16])=[O:15])[C:9](=[O:21])[N:8]1[CH2:4][C:3]1[CH:23]=[CH:24][C:28]([NH:27][C:26]([NH:25][C:42]2[CH:41]=[CH:46][CH:58]=[CH:45][C:43]=2[CH3:44])=[O:38])=[C:1]([O:56][CH3:51])[CH:2]=1. The catalyst class is: 60. (2) Reactant: [CH3:1][C:2]([O:4][C@H:5]1[CH:9]=[CH:8][C@@H:7](O)[CH2:6]1)=[O:3].C1(P(C2C=CC=CC=2)C2C=CC=CC=2)C=CC=CC=1.[F:30][C:31]1[C:36]2[N:37]=[CH:38][NH:39][C:35]=2[C:34]([F:40])=[CH:33][N:32]=1.CC(OC(/N=N/C(OC(C)C)=O)=O)C. Product: [C:2]([O:4][C@@H:5]1[CH2:6][C@@H:7]([N:39]2[C:35]3[C:34]([F:40])=[CH:33][N:32]=[C:31]([F:30])[C:36]=3[N:37]=[CH:38]2)[CH:8]=[CH:9]1)(=[O:3])[CH3:1].[C:2]([O:4][C@@H:5]1[CH2:6][C@@H:7]([N:37]2[C:36]3[C:31]([F:30])=[N:32][CH:33]=[C:34]([F:40])[C:35]=3[N:39]=[CH:38]2)[CH:8]=[CH:9]1)(=[O:3])[CH3:1]. The catalyst class is: 1. (3) Reactant: [CH:1]12[N:8]([C:9](Cl)=[O:10])[CH:5]([CH2:6][CH2:7]1)[CH2:4][CH2:3][CH2:2]2.[F:12][C:13]1[CH:14]=[CH:15][C:16]([NH:19][NH2:20])=[N:17][CH:18]=1.CCN(C(C)C)C(C)C. Product: [F:12][C:13]1[CH:14]=[CH:15][C:16]([NH:19][NH:20][C:9]([N:8]2[CH:5]3[CH2:6][CH2:7][CH:1]2[CH2:2][CH2:3][CH2:4]3)=[O:10])=[N:17][CH:18]=1. The catalyst class is: 2. (4) Reactant: [CH3:1][N:2]([CH3:7])[CH2:3][CH2:4][NH:5][CH3:6].C(=O)([O-])[O-].[K+].[K+].Br[CH2:15][C:16]([O:18][C:19]([CH3:22])([CH3:21])[CH3:20])=[O:17].C(OCC)(=O)C. Product: [CH3:1][N:2]([CH3:7])[CH2:3][CH2:4][N:5]([CH3:6])[CH2:15][C:16]([O:18][C:19]([CH3:22])([CH3:21])[CH3:20])=[O:17]. The catalyst class is: 10.